This data is from Full USPTO retrosynthesis dataset with 1.9M reactions from patents (1976-2016). The task is: Predict the reactants needed to synthesize the given product. (1) Given the product [Cl:13][C:14]1[CH:19]=[C:18]([Cl:20])[CH:17]=[CH:16][C:15]=1[O:21][CH:48]1[CH2:53][CH2:52][N:51]([C:54]([O:56][C:57]([CH3:60])([CH3:59])[CH3:58])=[O:55])[CH2:50][CH2:49]1, predict the reactants needed to synthesize it. The reactants are: ClC1C=CC(O)=CC=1C(F)(F)F.[Cl:13][C:14]1[CH:19]=[C:18]([Cl:20])[CH:17]=[CH:16][C:15]=1[OH:21].CS(OC1CCN(COC(=O)C2C=CC=CC=2)CC1)(=O)=O.CS(O[CH:48]1[CH2:53][CH2:52][N:51]([C:54]([O:56][C:57]([CH3:60])([CH3:59])[CH3:58])=[O:55])[CH2:50][CH2:49]1)(=O)=O. (2) Given the product [NH2:24][C:19]1[CH:18]=[C:17]([N:5]2[CH2:6][C:7]3[CH:12]=[N:11][C:10]([NH:13][CH3:14])=[CH:9][C:8]=3[N:3]([CH2:1][CH3:2])[C:4]2=[O:27])[CH:22]=[CH:21][C:20]=1[F:23], predict the reactants needed to synthesize it. The reactants are: [CH2:1]([N:3]1[C:8]2[CH:9]=[C:10]([N:13](OC)[CH3:14])[N:11]=[CH:12][C:7]=2[CH2:6][N:5]([C:17]2[CH:22]=[CH:21][C:20]([F:23])=[C:19]([N+:24]([O-])=O)[CH:18]=2)[C:4]1=[O:27])[CH3:2].[H][H]. (3) Given the product [NH2:2][C:1]1[C:3]2[C:8]([C:9]3[CH:17]=[CH:16][C:12]4[CH2:13][CH2:14][O:15][C:11]=4[CH:10]=3)=[N:7][C:6]([NH:18][CH:19]3[CH2:21][CH2:20]3)=[N:5][C:4]=2[S:22][C:23]=1[C:24]([NH2:26])=[O:25], predict the reactants needed to synthesize it. The reactants are: [C:1]([C:3]1[C:4]([S:22][CH2:23][C:24]([NH2:26])=[O:25])=[N:5][C:6]([NH:18][CH:19]2[CH2:21][CH2:20]2)=[N:7][C:8]=1[C:9]1[CH:17]=[CH:16][C:12]2[CH2:13][CH2:14][O:15][C:11]=2[CH:10]=1)#[N:2].CC[O-].[Na+].Cl. (4) Given the product [CH2:16]([C:18]1[CH:23]=[CH:22][CH:21]=[CH:20][C:19]=1[NH:24][C:25]([N:8]1[CH2:7][CH2:6][N:5]([C:9]([O:11][C:12]([CH3:15])([CH3:14])[CH3:13])=[O:10])[CH2:4][CH:3]1[CH2:2][OH:1])=[O:26])[CH3:17], predict the reactants needed to synthesize it. The reactants are: [OH:1][CH2:2][CH:3]1[NH:8][CH2:7][CH2:6][N:5]([C:9]([O:11][C:12]([CH3:15])([CH3:14])[CH3:13])=[O:10])[CH2:4]1.[CH2:16]([C:18]1[CH:23]=[CH:22][CH:21]=[CH:20][C:19]=1[N:24]=[C:25]=[O:26])[CH3:17]. (5) Given the product [CH3:33][NH:36][C:39]([N:7]1[CH:6]([C:8]2[CH:15]=[CH:14][C:11]([C:12]#[N:13])=[CH:10][C:9]=2[S:16][CH2:17][CH3:18])[C:5]2[C:19](=[O:22])[CH2:20][CH2:21][C:4]=2[N:3]([C:23]2[CH:28]=[CH:27][CH:26]=[C:25]([C:29]([F:32])([F:31])[F:30])[CH:24]=2)[C:2]1=[O:1])=[O:49], predict the reactants needed to synthesize it. The reactants are: [O:1]=[C:2]1[NH:7][CH:6]([C:8]2[CH:15]=[CH:14][C:11]([C:12]#[N:13])=[CH:10][C:9]=2[S:16][CH2:17][CH3:18])[C:5]2[C:19](=[O:22])[CH2:20][CH2:21][C:4]=2[N:3]1[C:23]1[CH:28]=[CH:27][CH:26]=[C:25]([C:29]([F:32])([F:31])[F:30])[CH:24]=1.[CH:33]([N:36]([CH:39](C)C)CC)(C)C.C1C([N+]([O-])=[O:49])=CC=C([Cl-]C([O-])=O)C=1.CN.C(=O)(OC1C=CC([N+]([O-])=O)=CC=1)N. (6) Given the product [O:26]=[C:22]1[CH:21]=[CH:20][C:19]2[C:24](=[CH:25][C:16]([O:15][C@H:32]3[CH2:28][CH2:29][N:30]([C:33]([O:35][C:36]([CH3:39])([CH3:38])[CH3:37])=[O:34])[CH2:31]3)=[CH:17][CH:18]=2)[O:23]1, predict the reactants needed to synthesize it. The reactants are: N(C(OC(C)C)=O)=NC(OC(C)C)=O.[OH:15][C:16]1[CH:25]=[C:24]2[C:19]([CH:20]=[CH:21][C:22](=[O:26])[O:23]2)=[CH:18][CH:17]=1.O[C@@H:28]1[CH2:32][CH2:31][N:30]([C:33]([O:35][C:36]([CH3:39])([CH3:38])[CH3:37])=[O:34])[CH2:29]1.C1(P(C2C=CC=CC=2)C2C=CC=CC=2)C=CC=CC=1.C(N(CC)CC)C.